Dataset: NCI-60 drug combinations with 297,098 pairs across 59 cell lines. Task: Regression. Given two drug SMILES strings and cell line genomic features, predict the synergy score measuring deviation from expected non-interaction effect. (1) Cell line: COLO 205. Drug 2: B(C(CC(C)C)NC(=O)C(CC1=CC=CC=C1)NC(=O)C2=NC=CN=C2)(O)O. Drug 1: CC1CCC2CC(C(=CC=CC=CC(CC(C(=O)C(C(C(=CC(C(=O)CC(OC(=O)C3CCCCN3C(=O)C(=O)C1(O2)O)C(C)CC4CCC(C(C4)OC)OCCO)C)C)O)OC)C)C)C)OC. Synergy scores: CSS=52.0, Synergy_ZIP=-3.62, Synergy_Bliss=-0.715, Synergy_Loewe=-5.23, Synergy_HSA=1.68. (2) Drug 1: COC1=CC(=CC(=C1O)OC)C2C3C(COC3=O)C(C4=CC5=C(C=C24)OCO5)OC6C(C(C7C(O6)COC(O7)C8=CC=CS8)O)O. Drug 2: CNC(=O)C1=NC=CC(=C1)OC2=CC=C(C=C2)NC(=O)NC3=CC(=C(C=C3)Cl)C(F)(F)F. Cell line: HCT-15. Synergy scores: CSS=63.4, Synergy_ZIP=0.636, Synergy_Bliss=2.92, Synergy_Loewe=-7.78, Synergy_HSA=4.84. (3) Drug 1: CC1=CC2C(CCC3(C2CCC3(C(=O)C)OC(=O)C)C)C4(C1=CC(=O)CC4)C. Drug 2: CCCS(=O)(=O)NC1=C(C(=C(C=C1)F)C(=O)C2=CNC3=C2C=C(C=N3)C4=CC=C(C=C4)Cl)F. Cell line: HCC-2998. Synergy scores: CSS=-11.8, Synergy_ZIP=8.23, Synergy_Bliss=4.82, Synergy_Loewe=-7.23, Synergy_HSA=-7.86. (4) Drug 1: CN(CC1=CN=C2C(=N1)C(=NC(=N2)N)N)C3=CC=C(C=C3)C(=O)NC(CCC(=O)O)C(=O)O. Drug 2: C1CN1P(=S)(N2CC2)N3CC3. Cell line: KM12. Synergy scores: CSS=43.3, Synergy_ZIP=-8.57, Synergy_Bliss=-11.7, Synergy_Loewe=-19.6, Synergy_HSA=-7.50. (5) Drug 1: CC(CN1CC(=O)NC(=O)C1)N2CC(=O)NC(=O)C2. Drug 2: C1CNP(=O)(OC1)N(CCCl)CCCl. Cell line: A549. Synergy scores: CSS=31.3, Synergy_ZIP=-0.169, Synergy_Bliss=-1.28, Synergy_Loewe=-14.2, Synergy_HSA=-0.615. (6) Drug 1: CS(=O)(=O)CCNCC1=CC=C(O1)C2=CC3=C(C=C2)N=CN=C3NC4=CC(=C(C=C4)OCC5=CC(=CC=C5)F)Cl. Drug 2: COC1=C2C(=CC3=C1OC=C3)C=CC(=O)O2. Cell line: HS 578T. Synergy scores: CSS=5.68, Synergy_ZIP=-2.84, Synergy_Bliss=-4.10, Synergy_Loewe=0.644, Synergy_HSA=-0.317. (7) Drug 1: CN1C(=O)N2C=NC(=C2N=N1)C(=O)N. Drug 2: CC1CCC2CC(C(=CC=CC=CC(CC(C(=O)C(C(C(=CC(C(=O)CC(OC(=O)C3CCCCN3C(=O)C(=O)C1(O2)O)C(C)CC4CCC(C(C4)OC)O)C)C)O)OC)C)C)C)OC. Cell line: BT-549. Synergy scores: CSS=6.92, Synergy_ZIP=-1.67, Synergy_Bliss=-3.49, Synergy_Loewe=-35.0, Synergy_HSA=-5.05. (8) Drug 1: CCCCCOC(=O)NC1=NC(=O)N(C=C1F)C2C(C(C(O2)C)O)O. Drug 2: C1=NC2=C(N=C(N=C2N1C3C(C(C(O3)CO)O)F)Cl)N. Cell line: SK-MEL-5. Synergy scores: CSS=11.5, Synergy_ZIP=-5.00, Synergy_Bliss=0.206, Synergy_Loewe=-10.6, Synergy_HSA=1.58. (9) Drug 1: C1=CC(=CC=C1C#N)C(C2=CC=C(C=C2)C#N)N3C=NC=N3. Drug 2: CC1=C(N=C(N=C1N)C(CC(=O)N)NCC(C(=O)N)N)C(=O)NC(C(C2=CN=CN2)OC3C(C(C(C(O3)CO)O)O)OC4C(C(C(C(O4)CO)O)OC(=O)N)O)C(=O)NC(C)C(C(C)C(=O)NC(C(C)O)C(=O)NCCC5=NC(=CS5)C6=NC(=CS6)C(=O)NCCC[S+](C)C)O. Cell line: SNB-19. Synergy scores: CSS=13.2, Synergy_ZIP=-7.98, Synergy_Bliss=-2.53, Synergy_Loewe=-6.25, Synergy_HSA=0.159.